This data is from Reaction yield outcomes from USPTO patents with 853,638 reactions. The task is: Predict the reaction yield, written as a fraction of the theoretical maximum amount of product (1.0 means a 100% yield; for example, 0.34 means a 34% yield). (1) The reactants are [CH3:1][O:2][C:3](=[O:61])[NH:4][CH:5]([C:9]([N:11]1[CH2:15][CH2:14][CH2:13][CH:12]1[C:16]1[NH:17][C:18]([C:21]2[CH:26]=[CH:25][C:24]([C:27]3[CH:36]=[CH:35][C:34]4[C:29](=[CH:30][CH:31]=[C:32]([C:37]5[NH:38][C:39]([C@@H:42]6[CH2:46][CH2:45][CH2:44][N:43]6[C:47](=[O:60])[CH:48]([NH:55][C:56]([O:58][CH3:59])=[O:57])[C:49]6[CH:54]=[CH:53][CH:52]=[CH:51][CH:50]=6)=[N:40][CH:41]=5)[CH:33]=4)[CH:28]=3)=[CH:23][CH:22]=2)=[CH:19][N:20]=1)=[O:10])[CH:6]([CH3:8])[CH3:7].COC(N[C@H](C1C=CC=CC=1)C(O)=O)=O. No catalyst specified. The product is [CH3:1][O:2][C:3](=[O:61])[NH:4][CH:5]([C:9]([N:11]1[CH2:15][CH2:14][CH2:13][CH:12]1[C:16]1[NH:17][C:18]([C:21]2[CH:22]=[CH:23][C:24]([C:27]3[CH:36]=[CH:35][C:34]4[C:29](=[CH:30][CH:31]=[C:32]([C:37]5[NH:38][C:39]([CH:42]6[CH2:46][CH2:45][CH2:44][N:43]6[C:47](=[O:60])[CH:48]([NH:55][C:56]([O:58][CH3:59])=[O:57])[C:49]6[CH:54]=[CH:53][CH:52]=[CH:51][CH:50]=6)=[N:40][CH:41]=5)[CH:33]=4)[CH:28]=3)=[CH:25][CH:26]=2)=[CH:19][N:20]=1)=[O:10])[CH:6]([CH3:8])[CH3:7]. The yield is 0.580. (2) The reactants are [Br:1][CH2:2][CH2:3][CH2:4][CH2:5][CH2:6][CH2:7][CH2:8][CH2:9]C=O.[CH3:12][O:13][CH:14](OC)[O:15][CH3:16].Cl. The catalyst is O1CCOCC1.C(=O)(O)[O-].[Na+].CO. The product is [Br:1][CH2:2][CH2:3][CH2:4][CH2:5][CH2:6][CH2:7][CH2:8][CH2:9][CH:14]([O:15][CH3:16])[O:13][CH3:12]. The yield is 0.970.